Regression. Given a peptide amino acid sequence and an MHC pseudo amino acid sequence, predict their binding affinity value. This is MHC class I binding data. From a dataset of Peptide-MHC class I binding affinity with 185,985 pairs from IEDB/IMGT. (1) The peptide sequence is VELQIGWTV. The MHC is HLA-B08:01 with pseudo-sequence HLA-B08:01. The binding affinity (normalized) is 0.0847. (2) The peptide sequence is IAMTDTTPF. The MHC is HLA-B15:01 with pseudo-sequence HLA-B15:01. The binding affinity (normalized) is 0.866. (3) The MHC is HLA-B07:02 with pseudo-sequence HLA-B07:02. The peptide sequence is ALSMADIFI. The binding affinity (normalized) is 0.0847. (4) The peptide sequence is SIYIAVANCV. The MHC is HLA-A02:02 with pseudo-sequence HLA-A02:02. The binding affinity (normalized) is 0.420. (5) The peptide sequence is RRWRRLTVC. The MHC is HLA-A01:01 with pseudo-sequence HLA-A01:01. The binding affinity (normalized) is 0.213. (6) The peptide sequence is RILHNFAYSL. The MHC is Patr-A0701 with pseudo-sequence Patr-A0701. The binding affinity (normalized) is 0.158. (7) The peptide sequence is WTIGYDTIY. The MHC is HLA-B27:03 with pseudo-sequence HLA-B27:03. The binding affinity (normalized) is 0.0847. (8) The peptide sequence is YVILKDPRIA. The MHC is HLA-A68:02 with pseudo-sequence HLA-A68:02. The binding affinity (normalized) is 0.0895.